This data is from Peptide-MHC class I binding affinity with 185,985 pairs from IEDB/IMGT. The task is: Regression. Given a peptide amino acid sequence and an MHC pseudo amino acid sequence, predict their binding affinity value. This is MHC class I binding data. (1) The peptide sequence is GSVNVVYTF. The MHC is Patr-B0101 with pseudo-sequence Patr-B0101. The binding affinity (normalized) is 0. (2) The MHC is HLA-A68:01 with pseudo-sequence HLA-A68:01. The binding affinity (normalized) is 0.320. The peptide sequence is KSFNHVLKRK. (3) The peptide sequence is ERPIFPHPSKPTFLP. The MHC is HLA-B53:01 with pseudo-sequence HLA-B53:01. The binding affinity (normalized) is 0.283.